This data is from Full USPTO retrosynthesis dataset with 1.9M reactions from patents (1976-2016). The task is: Predict the reactants needed to synthesize the given product. Given the product [Br:33][CH2:17][C:10](=[O:12])[C@@H:9]([NH:8][C:6]([O:5][C:1]([CH3:2])([CH3:3])[CH3:4])=[O:7])[CH2:13][CH:14]([CH3:16])[CH3:15], predict the reactants needed to synthesize it. The reactants are: [C:1]([O:5][C:6]([NH:8][C@@H:9]([CH2:13][CH:14]([CH3:16])[CH3:15])[C:10]([OH:12])=O)=[O:7])([CH3:4])([CH3:3])[CH3:2].[CH3:17]N1CCOCC1.ClCCOC=O.[N+](=C)=[N-].[BrH:33].C(O)(=O)C.